Predict the product of the given reaction. From a dataset of Forward reaction prediction with 1.9M reactions from USPTO patents (1976-2016). (1) Given the reactants C(OC([N:8]1[CH2:13][CH2:12][N:11]([C:14]2[C:19]([C:20]3[CH:25]=[CH:24][C:23]([CH2:26][OH:27])=[CH:22][CH:21]=3)=[N:18][CH:17]=[CH:16][N:15]=2)[CH2:10][CH2:9]1)=O)(C)(C)C.FC(F)(F)C(O)=O, predict the reaction product. The product is: [N:11]1([C:14]2[C:19]([C:20]3[CH:21]=[CH:22][C:23]([CH2:26][OH:27])=[CH:24][CH:25]=3)=[N:18][CH:17]=[CH:16][N:15]=2)[CH2:12][CH2:13][NH:8][CH2:9][CH2:10]1. (2) The product is: [Br:1][C:2]1[CH:3]=[CH:4][C:5]([CH:8]([O:29][C:32]2[CH:33]=[CH:34][CH:35]=[CH:36][C:31]=2[CH3:30])[CH2:9][CH2:10][N:11]2[CH2:16][CH2:15][CH:14]([C:17]3[CH:18]=[C:19]([NH:23][C:24](=[O:28])[CH:25]([CH3:26])[CH3:27])[CH:20]=[CH:21][CH:22]=3)[CH2:13][CH2:12]2)=[CH:6][CH:7]=1. Given the reactants [Br:1][C:2]1[CH:7]=[CH:6][C:5]([CH:8]([OH:29])[CH2:9][CH2:10][N:11]2[CH2:16][CH2:15][CH:14]([C:17]3[CH:18]=[C:19]([NH:23][C:24](=[O:28])[CH:25]([CH3:27])[CH3:26])[CH:20]=[CH:21][CH:22]=3)[CH2:13][CH2:12]2)=[CH:4][CH:3]=1.[CH3:30][C:31]1[CH:36]=[CH:35][CH:34]=[CH:33][C:32]=1O, predict the reaction product. (3) Given the reactants [CH3:1][C:2]1[O:8][CH:7]=[CH:6][C:4](=[O:5])[C:3]=1[OH:9].[OH-].[Na+].[CH2:12](Cl)[C:13]1[CH:18]=[CH:17][CH:16]=[CH:15][CH:14]=1, predict the reaction product. The product is: [CH2:12]([O:9][C:3]1[C:4](=[O:5])[CH:6]=[CH:7][O:8][C:2]=1[CH3:1])[C:13]1[CH:18]=[CH:17][CH:16]=[CH:15][CH:14]=1. (4) Given the reactants COC1C=CC([C:9]2[CH:10]=[N:11][CH:12]=[C:13]([CH2:15][N:16]3[CH2:22][CH2:21][CH2:20][CH2:19][C@H:18]([NH:23][C:24](=[O:37])[C@H:25]([CH2:33][CH:34]([CH3:36])[CH3:35])[C@H:26]([CH2:30][CH2:31][CH3:32])[C:27]([NH2:29])=[O:28])[C:17]3=[O:38])[CH:14]=2)=CC=1.[F:39][C:40]([F:51])([F:50])[C:41]1[CH:46]=[CH:45][C:44](B(O)O)=[CH:43][CH:42]=1, predict the reaction product. The product is: [F:39][C:40]([F:51])([F:50])[C:41]1[CH:46]=[CH:45][C:44]([C:9]2[CH:10]=[N:11][CH:12]=[C:13]([CH2:15][N:16]3[CH2:22][CH2:21][CH2:20][CH2:19][C@H:18]([NH:23][C:24](=[O:37])[C@H:25]([CH2:33][CH:34]([CH3:35])[CH3:36])[C@H:26]([CH2:30][CH2:31][CH3:32])[C:27]([NH2:29])=[O:28])[C:17]3=[O:38])[CH:14]=2)=[CH:43][CH:42]=1. (5) Given the reactants [Br:1][C:2]1[C:3]([CH3:11])=[N:4][CH:5]=[C:6]([C:9]=1Cl)[C:7]#[N:8].[NH2:12][C:13]1[CH:14]=[C:15]2[C:19](=[CH:20][CH:21]=1)[NH:18][CH:17]=[CH:16]2, predict the reaction product. The product is: [Br:1][C:2]1[C:3]([CH3:11])=[N:4][CH:5]=[C:6]([C:9]=1[NH:12][C:13]1[CH:14]=[C:15]2[C:19](=[CH:20][CH:21]=1)[NH:18][CH:17]=[CH:16]2)[C:7]#[N:8]. (6) Given the reactants Br[C:2]1[N:7]=[C:6]([C:8]2[N:9]([CH2:21][C:22]3[CH:27]=[CH:26][C:25]([CH3:28])=[CH:24][C:23]=3[CH3:29])[C:10](=[O:20])[C:11]([C:18]#[N:19])=[C:12]([C:14]([F:17])([F:16])[F:15])[CH:13]=2)[CH:5]=[CH:4][CH:3]=1.[CH2:30]([O:32][C:33]([C:35]1[NH:36][C:37]2[C:42]([CH:43]=1)=[CH:41][CH:40]=[C:39](B1OC(C)(C)C(C)(C)O1)[CH:38]=2)=[O:34])[CH3:31].C([O-])([O-])=O.[K+].[K+].N#N, predict the reaction product. The product is: [C:18]([C:11]1[C:10](=[O:20])[N:9]([CH2:21][C:22]2[CH:27]=[CH:26][C:25]([CH3:28])=[CH:24][C:23]=2[CH3:29])[C:8]([C:6]2[CH:5]=[CH:4][CH:3]=[C:2]([C:39]3[CH:38]=[C:37]4[C:42]([CH:43]=[C:35]([C:33]([O:32][CH2:30][CH3:31])=[O:34])[NH:36]4)=[CH:41][CH:40]=3)[N:7]=2)=[CH:13][C:12]=1[C:14]([F:17])([F:16])[F:15])#[N:19].